From a dataset of Forward reaction prediction with 1.9M reactions from USPTO patents (1976-2016). Predict the product of the given reaction. (1) Given the reactants [CH3:1][C:2]1[CH:7]=[C:6]([N:8]2[CH2:12][CH2:11][CH:10]([N:13]3[CH2:17][CH2:16][CH2:15][CH:14]3[CH3:18])[CH2:9]2)[CH:5]=[CH:4][C:3]=1[NH2:19].[CH3:20][O:21][C:22]1[CH:23]=[CH:24][C:25]2[O:29][C:28]([C:30](O)=[O:31])=[CH:27][C:26]=2[CH:33]=1, predict the reaction product. The product is: [CH3:1][C:2]1[CH:7]=[C:6]([N:8]2[CH2:12][CH2:11][CH:10]([N:13]3[CH2:17][CH2:16][CH2:15][CH:14]3[CH3:18])[CH2:9]2)[CH:5]=[CH:4][C:3]=1[NH:19][C:30]([C:28]1[O:29][C:25]2[CH:24]=[CH:23][C:22]([O:21][CH3:20])=[CH:33][C:26]=2[CH:27]=1)=[O:31]. (2) The product is: [CH:25]([S:26]([NH:1][C:2]1[CH:3]=[C:4]([C:13]([O:15][CH3:16])=[O:14])[CH:5]=[C:6]2[C:10]=1[NH:9][CH:8]=[C:7]2[CH2:11][CH3:12])(=[O:28])=[O:27])=[CH2:24]. Given the reactants [NH2:1][C:2]1[CH:3]=[C:4]([C:13]([O:15][CH3:16])=[O:14])[CH:5]=[C:6]2[C:10]=1[NH:9][CH:8]=[C:7]2[CH2:11][CH3:12].N1C=CC=CC=1.Cl[CH2:24][CH2:25][S:26](Cl)(=[O:28])=[O:27], predict the reaction product. (3) Given the reactants [Br:1][C:2]1[C:3]([F:20])=[CH:4][C:5]2[O:11][CH2:10][CH2:9][N:8]3[C:12](I)=[C:13]([C:15]([NH2:17])=[O:16])[N:14]=[C:7]3[C:6]=2[CH:19]=1.[CH3:21][C:22]([OH:39])([CH3:38])[CH2:23][N:24]1[CH:28]=[C:27](B2OC(C)(C)C(C)(C)O2)[CH:26]=[N:25]1.O, predict the reaction product. The product is: [Br:1][C:2]1[C:3]([F:20])=[CH:4][C:5]2[O:11][CH2:10][CH2:9][N:8]3[C:12]([C:27]4[CH:26]=[N:25][N:24]([CH2:23][C:22]([OH:39])([CH3:38])[CH3:21])[CH:28]=4)=[C:13]([C:15]([NH2:17])=[O:16])[N:14]=[C:7]3[C:6]=2[CH:19]=1.